The task is: Binary Classification. Given a miRNA mature sequence and a target amino acid sequence, predict their likelihood of interaction.. This data is from Experimentally validated miRNA-target interactions with 360,000+ pairs, plus equal number of negative samples. (1) The miRNA is mmu-miR-3075-5p with sequence UGUCUGGGAGCAGCCAAGGAC. The protein sequence of the target gene is MKTPFGKTPGQRSRADAGHAGVSANMMKKRTSHKKHRSSVGPSKPVSQPRRNIVGCRIQHGWKEGNGPVTQWKGTVLDQVPVNPSLYLIKYDGFDCVYGLELNKDERVSALEVLPDRVATSRISDAHLADTMIGKAVEHMFETEDGSKDEWRGMVLARAPVMNTWFYITYEKDPVLYMYQLLDDYKEGDLRIMPDSNDSPPAEREPGEVVDSLVGKQVEYAKEDGSKRTGMVIHQVEAKPSVYFIKFDDDFHIYVYDLVKTS. Result: 0 (no interaction). (2) The miRNA is hsa-miR-5589-5p with sequence GGCUGGGUGCUCUUGUGCAGU. The protein sequence of the target gene is MPLSSPNAAATASDMDKNSGSNSSSASSGSSKGQQPPRSASAGPAGESKPKSDGKNSSGSKRYNRKRELSYPKNESFNNQSRRSSSQKSKTFNKMPPQRGGGSSKLFSSSFNGGRRDEVAEAQRAEFSPAQFSGPKKINLNHLLNFTFEPRGQTGHFEGSGHGSWGKRNKWGHKPFNKELFLQANCQFVVSEDQDYTAHFADPDTLVNWDFVEQVRICSHEVPSCPICLYPPTAAKITRCGHIFCWACILHYLSLSEKTWSKCPICYSSVHKKDLKSVVATESHQYVVGDTITMQLMKRE.... Result: 0 (no interaction). (3) The miRNA is hsa-miR-3119 with sequence UGGCUUUUAACUUUGAUGGC. The protein sequence of the target gene is MEKTDAKDQSSQGDEEKDPPKSHPYSVETPYGFHLDLDFLKYVDDIEKGNTIKRIPIHRRAKQAKFSTLPRNFSLPDSGARPPAAPPLQNWSPVVPREASLGTQEQNQSPPLGNAPQASTSRSEVSYHRKALLAEATRQLEAAEPEDAELTFGSGRPQLLRASSMPATLLHSRASEEPGLSLGPPAPPALPPLQGEGSVCDGTFEPAEGLAGFHSSSPRASTRIPELVQEGAEPPEGVVKVPNHLPLPGPPFSFQNVLVVLEDKEDEHNAREAEVLFTPGSPTPSPPPLPSPIPENELLL.... Result: 1 (interaction). (4) The miRNA is hsa-miR-637 with sequence ACUGGGGGCUUUCGGGCUCUGCGU. The protein sequence of the target gene is MSEQTPAEAGAAGAREDACRDYQSSLEDLTFNSKPHINMLTILAEENLPFAKEIVSLIEAQTAKAPSSEKLPVMYLMDSIVKNVGREYLTAFTKNLVATFICVFEKVDENTRKSLFKLRSTWDEIFPLKKLYALDVRVNSLDPAWPIKPLPPNVNTSSIHVNPKFLNKSPEEPSTPGTVVSSPSISTPPIVPDIQKNLTQEQLIRQQLLAKQKQLLELQQKKLELELEQAKAQLAVSLSVQQETSNLGPGSAPSKLHVSQIPPMAVKAPHQVPVQSEKSRPGPSLQIQDLKGTNRDPRLN.... Result: 0 (no interaction). (5) The miRNA is hsa-miR-205-5p with sequence UCCUUCAUUCCACCGGAGUCUG. The protein sequence of the target gene is MVGKSQQTDVIEKKKHMAIPKSSSPKATHRIGNTSGSKGSYSAKAYESIRVSSELQQTWTKRKHGQEMTSKSLQTDTIVEEKKEVKLVEETVVPEEKSADVREAAIELPESVQDVEIPPNIPSVQLKMDRSQQTSRTGYWTMMNIPPVEKVDKEQQTYFSESEIVVISRPDSSSTKSKEDALKHKSSGKIFASEHPEFQPATNSNEEIGQKNISRTSFTQETKKGPPVLLEDELREEVTVPVVQEGSAVKKVASAEIEPPSTEKFPAKIQPPLVEEATAKAEPRPAEETHVQVQPSTEET.... Result: 0 (no interaction). (6) The miRNA is hsa-miR-3118 with sequence UGUGACUGCAUUAUGAAAAUUCU. The protein sequence of the target gene is MAEHDYHEDYGFSSFNDSSQEEHQDFLQFSKVFLPCMYLVVFVCGLVGNSLVLVISIFYHKLQSLTDVFLVNLPLADLVFVCTLPFWAYAGIHEWVFGQVMCKSLLGIYTINFYTSMLILTCITVDRFIVVVKATKAYNQQAKRMTWGKVTSLLIWVISLLVSLPQIIYGNVFNLDKLICGYHDEAISTVVLATQMTLGFFLPLLTMIVCYSVIIKTLLHAGGFQKHRSLKIIFLVMAVFLLTQMPFNLMKFIRSTHWEYYAMTSFHYTIMVTEAIAYLRACLNPVLYAFVSLKFRKNFW.... Result: 0 (no interaction). (7) The protein sequence of the target gene is MLGRSGYRALPLGDFDRFQQSSFGFLGSQKGCLSPERGGVGTGADVPQSWPSCLCHGLISFLGFLLLLVTFPISGWFALKIVPTYERMIVFRLGRIRTPQGPGMVLLLPFIDSFQRVDLRTRAFNVPPCKLASKDGAVLSVGADVQFRIWDPVLSVMTVKDLNTATRMTAQNAMTKALLKRPLREIQMEKLKISDQLLLEINDVTRAWGLEVDRVELAVEAVLQPPQDSPAGPNLDSTLQQLALHFLGGSMNSMAGGAPSPGPADTVEMVSEVEPPAPQVGARSSPKQPLAEGLLTALQP.... Result: 0 (no interaction). The miRNA is hsa-miR-6842-3p with sequence UUGGCUGGUCUCUGCUCCGCAG.